This data is from Reaction yield outcomes from USPTO patents with 853,638 reactions. The task is: Predict the reaction yield, written as a fraction of the theoretical maximum amount of product (1.0 means a 100% yield; for example, 0.34 means a 34% yield). (1) The reactants are Br[CH2:2][C:3]([C:5]1[CH:10]=[C:9]([Cl:11])[CH:8]=[CH:7][C:6]=1[OH:12])=O.[NH2:13][C:14]([NH2:16])=[S:15].C(=O)([O-])O.[Na+]. The catalyst is C(O)C. The product is [NH2:16][C:14]1[S:15][CH:2]=[C:3]([C:5]2[CH:10]=[C:9]([Cl:11])[CH:8]=[CH:7][C:6]=2[OH:12])[N:13]=1. The yield is 0.645. (2) The reactants are O[C:2]1([CH3:13])[CH2:7][CH2:6][CH:5]([C:8](OCC)=[O:9])[CH2:4][CH2:3]1.C(N(S(F)(F)[F:20])CC)C.CO.[BH4-].[Li+]. The catalyst is ClCCl.C(OCC)(=O)C.O1CCCC1. The product is [F:20][C:2]1([CH3:13])[CH2:7][CH2:6][CH:5]([CH2:8][OH:9])[CH2:4][CH2:3]1. The yield is 0.340.